Dataset: Peptide-MHC class II binding affinity with 134,281 pairs from IEDB. Task: Regression. Given a peptide amino acid sequence and an MHC pseudo amino acid sequence, predict their binding affinity value. This is MHC class II binding data. The peptide sequence is ATFIVDPDNTIQHVSVNNLN. The MHC is HLA-DQA10103-DQB10603 with pseudo-sequence CNFHQGGGARVAHIMYFGLTHYDVGTETVHVAGI. The binding affinity (normalized) is 0.